From a dataset of Forward reaction prediction with 1.9M reactions from USPTO patents (1976-2016). Predict the product of the given reaction. (1) Given the reactants [Cl:1][C:2]1[CH:3]=[CH:4][C:5]([C:28]([F:31])([F:30])[F:29])=[C:6]([CH:27]=1)[CH2:7][N:8]1[CH2:13][CH2:12][NH:11][C:10]2[N:14]=[CH:15][C:16]([C:18]3[CH:19]=[C:20]([CH:24]=[CH:25][CH:26]=3)[C:21](O)=[O:22])=[CH:17][C:9]1=2.[NH2:32][CH:33]1[CH2:38][CH2:37][N:36]([CH2:39][C:40]2[CH:45]=[CH:44][CH:43]=[CH:42][CH:41]=2)[CH2:35][CH2:34]1, predict the reaction product. The product is: [CH2:39]([N:36]1[CH2:37][CH2:38][CH:33]([NH:32][C:21](=[O:22])[C:20]2[CH:24]=[CH:25][CH:26]=[C:18]([C:16]3[CH:15]=[N:14][C:10]4[NH:11][CH2:12][CH2:13][N:8]([CH2:7][C:6]5[CH:27]=[C:2]([Cl:1])[CH:3]=[CH:4][C:5]=5[C:28]([F:31])([F:30])[F:29])[C:9]=4[CH:17]=3)[CH:19]=2)[CH2:34][CH2:35]1)[C:40]1[CH:41]=[CH:42][CH:43]=[CH:44][CH:45]=1. (2) The product is: [CH3:15][O:16][C:17](=[O:36])[CH2:18][C:19]1[CH:20]=[C:21]([C:2]2[CH:7]=[CH:6][C:5]([C:8]([F:11])([F:10])[F:9])=[CH:4][C:3]=2[C:12](=[O:14])[CH3:13])[C:22]([O:25][CH3:26])=[CH:23][CH:24]=1. Given the reactants Br[C:2]1[CH:7]=[CH:6][C:5]([C:8]([F:11])([F:10])[F:9])=[CH:4][C:3]=1[C:12](=[O:14])[CH3:13].[CH3:15][O:16][C:17](=[O:36])[CH2:18][C:19]1[CH:24]=[CH:23][C:22]([O:25][CH3:26])=[C:21](B2OC(C)(C)C(C)(C)O2)[CH:20]=1, predict the reaction product. (3) The product is: [Cl:1][C:2]1[CH:7]=[CH:6][C:5]([NH:8][C:9](=[O:17])[CH:10]([CH3:16])[C:11]([OH:13])=[O:12])=[CH:4][C:3]=1[O:18][CH3:19]. Given the reactants [Cl:1][C:2]1[CH:7]=[CH:6][C:5]([NH:8][C:9](=[O:17])[CH:10]([CH3:16])[C:11]([O:13]CC)=[O:12])=[CH:4][C:3]=1[O:18][CH3:19], predict the reaction product. (4) The product is: [I:1][C:2]1[CH:10]=[C:9]([CH:8]=[C:4]([C:5]([N:36]([CH3:37])[CH2:35][CH2:34][CH3:39])=[O:7])[CH:3]=1)[C:11]([O:13][CH3:14])=[O:12]. Given the reactants [I:1][C:2]1[CH:3]=[C:4]([CH:8]=[C:9]([C:11]([O:13][CH3:14])=[O:12])[CH:10]=1)[C:5]([OH:7])=O.C(N(C(C)C)CC)(C)C.F[P-](F)(F)(F)(F)F.N1(OC(N(C)C)=[N+](C)C)[C:35]2[N:36]=[CH:37]C=[CH:39][C:34]=2N=N1.CNCCC, predict the reaction product. (5) Given the reactants C([N:8]1[CH:12]=[C:11]([CH2:13][CH2:14][NH:15][C:16](=[O:36])[CH2:17][CH:18]2[CH2:23][CH2:22][N:21]([C:24]([O:26][CH2:27][C:28]3[CH:33]=[C:32]([Cl:34])[CH:31]=[C:30]([Cl:35])[CH:29]=3)=[O:25])[CH2:20][CH2:19]2)[N:10]=[N:9]1)C1C=CC=CC=1.[H][H], predict the reaction product. The product is: [NH:8]1[CH:12]=[C:11]([CH2:13][CH2:14][NH:15][C:16](=[O:36])[CH2:17][CH:18]2[CH2:23][CH2:22][N:21]([C:24]([O:26][CH2:27][C:28]3[CH:33]=[C:32]([Cl:34])[CH:31]=[C:30]([Cl:35])[CH:29]=3)=[O:25])[CH2:20][CH2:19]2)[N:10]=[N:9]1. (6) Given the reactants [C:1](Cl)(=[O:5])[CH:2]([CH3:4])[CH3:3].[C:7]([O:11][C:12](=[O:34])[CH2:13][N:14]1[C:18]2[CH:19]=[CH:20][C:21]([NH:23][CH2:24][C:25]3[CH:30]=[CH:29][CH:28]=[CH:27][CH:26]=3)=[CH:22][C:17]=2[N:16]=[C:15]1[CH2:31][CH2:32][CH3:33])([CH3:10])([CH3:9])[CH3:8].CCN(C(C)C)C(C)C, predict the reaction product. The product is: [C:7]([O:11][C:12](=[O:34])[CH2:13][N:14]1[C:18]2[CH:19]=[CH:20][C:21]([N:23]([CH2:24][C:25]3[CH:26]=[CH:27][CH:28]=[CH:29][CH:30]=3)[C:1](=[O:5])[CH:2]([CH3:4])[CH3:3])=[CH:22][C:17]=2[N:16]=[C:15]1[CH2:31][CH2:32][CH3:33])([CH3:10])([CH3:9])[CH3:8]. (7) Given the reactants Br[C:2]1[CH:7]=[CH:6][C:5]([Br:8])=[CH:4][N:3]=1.[CH2:9]([S-:11])[CH3:10].[Na+].O, predict the reaction product. The product is: [Br:8][C:5]1[CH:6]=[CH:7][C:2]([S:11][CH2:9][CH3:10])=[N:3][CH:4]=1.